From a dataset of Forward reaction prediction with 1.9M reactions from USPTO patents (1976-2016). Predict the product of the given reaction. (1) Given the reactants C([N:3]([CH2:15][CH3:16])[C:4](=[O:14])[C:5]1[CH:10]=[CH:9][C:8]([O:11][CH3:12])=[CH:7][C:6]=1[CH3:13])C.C([Li])(C)(C)C.CCCCC.[CH:27]([O:30][C:31]1[CH:32]=[CH:33]C(C#N)=[N:35][CH:36]=1)([CH3:29])[CH3:28], predict the reaction product. The product is: [CH:27]([O:30][C:31]1[CH:32]=[CH:33][C:16]([C:15]2[N:3]=[C:4]([OH:14])[C:5]3[C:6]([CH:13]=2)=[CH:7][C:8]([O:11][CH3:12])=[CH:9][CH:10]=3)=[N:35][CH:36]=1)([CH3:29])[CH3:28]. (2) Given the reactants [N+:1]([C:4]1[CH:11]=[CH:10][C:7]([CH:8]=[O:9])=[CH:6][CH:5]=1)([O-:3])=[O:2].[PH:12](=[O:19])([O:16][CH2:17][CH3:18])[O:13][CH2:14][CH3:15].C[O-].[Na+], predict the reaction product. The product is: [OH:9][CH:8]([P:12](=[O:19])([O:16][CH2:17][CH3:18])[O:13][CH2:14][CH3:15])[C:7]1[CH:6]=[CH:5][C:4]([N+:1]([O-:3])=[O:2])=[CH:11][CH:10]=1. (3) The product is: [CH2:1]([N:7]1[CH2:12][CH2:11][C:10]([CH3:25])([C:13]2[CH:18]=[CH:17][CH:16]=[C:15]([C:19]#[CH:20])[CH:14]=2)[CH:9]([CH3:26])[CH2:8]1)[CH2:2][CH2:3][CH2:4][CH2:5][CH3:6]. Given the reactants [CH2:1]([N:7]1[CH2:12][CH2:11][C:10]([CH3:25])([C:13]2[CH:18]=[CH:17][CH:16]=[C:15]([C:19]#[C:20][Si](C)(C)C)[CH:14]=2)[CH:9]([CH3:26])[CH2:8]1)[CH2:2][CH2:3][CH2:4][CH2:5][CH3:6].[F-].C([N+](CCCC)(CCCC)CCCC)CCC, predict the reaction product. (4) Given the reactants C([O:8][C:9]1[N:14]=[C:13]([C:15]([C:17]2[CH:18]=[C:19]([CH:22]=[C:23]([CH3:25])[CH:24]=2)[C:20]#[N:21])=[O:16])[C:12]([C:26]([CH3:29])([CH3:28])[CH3:27])=[C:11]([O:30]CC2C=CC=CC=2)[N:10]=1)C1C=CC=CC=1, predict the reaction product. The product is: [C:26]([C:12]1[C:11](=[O:30])[NH:10][C:9](=[O:8])[NH:14][C:13]=1[C:15]([C:17]1[CH:18]=[C:19]([CH:22]=[C:23]([CH3:25])[CH:24]=1)[C:20]#[N:21])=[O:16])([CH3:29])([CH3:28])[CH3:27].